Regression/Classification. Given a drug SMILES string, predict its absorption, distribution, metabolism, or excretion properties. Task type varies by dataset: regression for continuous measurements (e.g., permeability, clearance, half-life) or binary classification for categorical outcomes (e.g., BBB penetration, CYP inhibition). For this dataset (solubility_aqsoldb), we predict Y. From a dataset of Aqueous solubility values for 9,982 compounds from the AqSolDB database. (1) The drug is Cc1cn(Cc2ccccc2)c(=O)[nH]c1=O. The Y is -2.26 log mol/L. (2) The compound is CCOCCOCCOCC. The Y is 0.790 log mol/L. (3) The drug is COC1CCCC(C)O1. The Y is -0.592 log mol/L.